This data is from Peptide-MHC class II binding affinity with 134,281 pairs from IEDB. The task is: Regression. Given a peptide amino acid sequence and an MHC pseudo amino acid sequence, predict their binding affinity value. This is MHC class II binding data. (1) The peptide sequence is ITVHTGDQHQVGNET. The MHC is DRB1_0401 with pseudo-sequence DRB1_0401. The binding affinity (normalized) is 0.444. (2) The peptide sequence is TLWQRPLVTIKIGGQLKEAL. The MHC is DRB1_0101 with pseudo-sequence DRB1_0101. The binding affinity (normalized) is 0.572. (3) The peptide sequence is RKGVLFNIQYVNYWF. The MHC is HLA-DPA10103-DPB10401 with pseudo-sequence HLA-DPA10103-DPB10401. The binding affinity (normalized) is 0.436. (4) The peptide sequence is DISWESDAEITGSSERV. The MHC is DRB1_1101 with pseudo-sequence DRB1_1101. The binding affinity (normalized) is 0.128. (5) The peptide sequence is KTQIDQVESTAGSLQ. The MHC is DRB1_1101 with pseudo-sequence DRB1_1101. The binding affinity (normalized) is 0.174.